From a dataset of Catalyst prediction with 721,799 reactions and 888 catalyst types from USPTO. Predict which catalyst facilitates the given reaction. (1) Reactant: [F:1][C:2]([F:37])([F:36])[C:3]1[CH:8]=[C:7]([C:9]2[O:13][N:12]=[C:11]([C:14]3[CH:19]=[CH:18][C:17]([CH2:20][N:21]4[CH:25]=[CH:24][C:23]([C:26]([O:28]C)=[O:27])=[N:22]4)=[CH:16][CH:15]=3)[N:10]=2)[CH:6]=[CH:5][C:4]=1[C:30]1[CH:35]=[CH:34][CH:33]=[CH:32][CH:31]=1.[OH-].[Na+:39]. Product: [F:36][C:2]([F:1])([F:37])[C:3]1[CH:8]=[C:7]([C:9]2[O:13][N:12]=[C:11]([C:14]3[CH:15]=[CH:16][C:17]([CH2:20][N:21]4[CH:25]=[CH:24][C:23]([C:26]([O-:28])=[O:27])=[N:22]4)=[CH:18][CH:19]=3)[N:10]=2)[CH:6]=[CH:5][C:4]=1[C:30]1[CH:31]=[CH:32][CH:33]=[CH:34][CH:35]=1.[Na+:39]. The catalyst class is: 8. (2) Reactant: [CH3:1][N:2]1[C:6]([NH:7][C:8](=[O:22])[C@@H:9]([NH:17][CH2:18][C:19]([OH:21])=[O:20])[CH2:10][C:11]2[CH:16]=[CH:15][CH:14]=[CH:13][CH:12]=2)=[CH:5][C:4]([C:23]2[CH:28]=[CH:27][N:26]=[CH:25][CH:24]=2)=[N:3]1.[ClH:29]. Product: [ClH:29].[ClH:29].[CH3:1][N:2]1[C:6]([NH:7][C:8](=[O:22])[C@@H:9]([NH:17][CH2:18][C:19]([OH:21])=[O:20])[CH2:10][C:11]2[CH:12]=[CH:13][CH:14]=[CH:15][CH:16]=2)=[CH:5][C:4]([C:23]2[CH:24]=[CH:25][N:26]=[CH:27][CH:28]=2)=[N:3]1. The catalyst class is: 127. (3) Reactant: C[O:2][C:3](=[O:33])[CH2:4][C:5]1[CH:10]=[CH:9][C:8]([C:11]2[S:12][C:13]([C:16]3[N:17]([C:25]4[CH:30]=[CH:29][CH:28]=[CH:27][C:26]=4[Cl:31])[N:18]=[C:19]([C:21]([F:24])([F:23])[F:22])[CH:20]=3)=[CH:14][CH:15]=2)=[C:7]([CH3:32])[CH:6]=1.O.[OH-].[Li+].Cl. Product: [Cl:31][C:26]1[CH:27]=[CH:28][CH:29]=[CH:30][C:25]=1[N:17]1[C:16]([C:13]2[S:12][C:11]([C:8]3[CH:9]=[CH:10][C:5]([CH2:4][C:3]([OH:33])=[O:2])=[CH:6][C:7]=3[CH3:32])=[CH:15][CH:14]=2)=[CH:20][C:19]([C:21]([F:24])([F:22])[F:23])=[N:18]1. The catalyst class is: 20. (4) Reactant: F[C:2](F)(F)[C:3]([OH:5])=O.FC(F)(F)C(O)=O.[NH2:15][C:16]1[N:21]=[CH:20][N:19]=[C:18]2[N:22]([CH:26]([C:28]3[C:29](OCC)=[C:30]([CH:37]4[CH2:40][N:39]([C:41]([CH3:46])([CH3:45])[C:42]([OH:44])=O)[CH2:38]4)[C:31]([C:35]#[N:36])=[C:32]([Cl:34])[CH:33]=3)[CH3:27])[N:23]=[C:24]([CH3:25])[C:17]=12.N.C(O)C.C([N:56](CC)CC)C.F[P-](F)(F)(F)(F)F.N1(O[P+](N(C)C)(N(C)C)N(C)C)C2C=CC=CC=2N=N1. Product: [NH2:15][C:16]1[N:21]=[CH:20][N:19]=[C:18]2[N:22]([CH:26]([C:28]3[C:29]([O:5][CH2:3][CH3:2])=[C:30]([CH:37]4[CH2:38][N:39]([C:41]([CH3:45])([CH3:46])[C:42]([NH2:56])=[O:44])[CH2:40]4)[C:31]([C:35]#[N:36])=[C:32]([Cl:34])[CH:33]=3)[CH3:27])[N:23]=[C:24]([CH3:25])[C:17]=12. The catalyst class is: 9. (5) Reactant: [O-]CC.[Na+].[C:5]([NH2:11])(=[O:10])[CH2:6][C:7]([CH3:9])=[O:8].[C:12](OC)(=[O:21])[CH:13]=[CH:14][C:15]1[CH:20]=[CH:19][CH:18]=[CH:17][CH:16]=1.Cl. Product: [OH:8]/[C:7](=[C:6]1\[C:5](=[O:10])[NH:11][C:12](=[O:21])[CH2:13][CH:14]\1[C:15]1[CH:20]=[CH:19][CH:18]=[CH:17][CH:16]=1)/[CH3:9]. The catalyst class is: 8. (6) Reactant: O.[OH-].[Li+].C[O:5][C:6](=[O:30])[CH2:7][CH2:8][N:9]1[C:13]2[CH:14]=[CH:15][CH:16]=[CH:17][C:12]=2[N:11]([CH2:18][C:19]2[C:20]3[C:27]([CH3:28])=[CH:26][CH:25]=[CH:24][C:21]=3[S:22][CH:23]=2)[C:10]1=[O:29].Cl. Product: [CH3:28][C:27]1[C:20]2[C:19]([CH2:18][N:11]3[C:12]4[CH:17]=[CH:16][CH:15]=[CH:14][C:13]=4[N:9]([CH2:8][CH2:7][C:6]([OH:30])=[O:5])[C:10]3=[O:29])=[CH:23][S:22][C:21]=2[CH:24]=[CH:25][CH:26]=1. The catalyst class is: 72. (7) Reactant: [O:1]1[CH2:6][CH2:5][CH2:4][CH2:3][CH:2]1[O:7][C@H:8]1[CH2:13][CH2:12][C@H:11]([C:14]([OH:17])([CH3:16])[CH3:15])[CH2:10][CH2:9]1.[H-].[Na+].[CH3:20]I.O. Product: [CH3:20][O:17][C:14]([C@H:11]1[CH2:12][CH2:13][C@H:8]([O:7][CH:2]2[CH2:3][CH2:4][CH2:5][CH2:6][O:1]2)[CH2:9][CH2:10]1)([CH3:15])[CH3:16]. The catalyst class is: 1.